This data is from Full USPTO retrosynthesis dataset with 1.9M reactions from patents (1976-2016). The task is: Predict the reactants needed to synthesize the given product. (1) Given the product [Br:14][CH:5]([C:6](=[O:11])[C:7]([CH3:10])([CH3:9])[CH3:8])[C:4](=[O:12])[C:2]([CH3:13])([CH3:1])[CH3:3], predict the reactants needed to synthesize it. The reactants are: [CH3:1][C:2]([CH3:13])([C:4](=[O:12])[CH2:5][C:6](=[O:11])[C:7]([CH3:10])([CH3:9])[CH3:8])[CH3:3].[Br:14]N1C(=O)CCC1=O. (2) Given the product [CH2:1]([O:3][C@H:4]1[CH2:9][CH2:8][C@H:7]([CH2:10][OH:11])[CH2:6][CH2:5]1)[CH3:2], predict the reactants needed to synthesize it. The reactants are: [CH2:1]([O:3][C@H:4]1[CH2:9][CH2:8][C@H:7]([C:10](OC)=[O:11])[CH2:6][CH2:5]1)[CH3:2].[H-].[H-].[H-].[H-].[Li+].[Al+3].C(OCC)(=O)C. (3) Given the product [Cl:1][C:2]1[CH:3]=[CH:4][CH:5]=[C:6]2[C:11]=1[N:10]=[N:9][C:8]([C:12]1[CH:13]=[CH:14][CH:15]=[CH:16][CH:17]=1)=[C:7]2[C:18]1[CH:19]=[C:20]([CH:21]=[CH:22][CH:23]=1)[O:24][CH2:26][C:27]1[CH:28]=[CH:29][C:30]([CH2:33][C:34]([OH:36])=[O:35])=[CH:31][CH:32]=1, predict the reactants needed to synthesize it. The reactants are: [Cl:1][C:2]1[CH:3]=[CH:4][CH:5]=[C:6]2[C:11]=1[N:10]=[N:9][C:8]([C:12]1[CH:17]=[CH:16][CH:15]=[CH:14][CH:13]=1)=[C:7]2[C:18]1[CH:19]=[C:20]([OH:24])[CH:21]=[CH:22][CH:23]=1.Br[CH2:26][C:27]1[CH:32]=[CH:31][C:30]([CH2:33][C:34]([OH:36])=[O:35])=[CH:29][CH:28]=1.C(=O)([O-])[O-].[Na+].[Na+].[I].[K]. (4) Given the product [CH2:4]([O:10][C:11]1[C:16]([CH:17]([CH3:19])[CH3:18])=[CH:15][C:14]([CH:20]([CH3:22])[CH3:21])=[CH:13][C:12]=1/[C:23](/[CH3:27])=[CH:24]\[CH:25]=[O:29])[CH2:5][CH2:6][CH2:7][CH2:8][CH3:9], predict the reactants needed to synthesize it. The reactants are: ClCCl.[CH2:4]([O:10][C:11]1[C:16]([CH:17]([CH3:19])[CH3:18])=[CH:15][C:14]([CH:20]([CH3:22])[CH3:21])=[CH:13][C:12]=1/[C:23](/[CH3:27])=[CH:24]\[C:25]#N)[CH2:5][CH2:6][CH2:7][CH2:8][CH3:9].C(C(C(C([O-])=O)O)O)([O-])=[O:29].[K+].[Na+].